This data is from Forward reaction prediction with 1.9M reactions from USPTO patents (1976-2016). The task is: Predict the product of the given reaction. (1) Given the reactants [CH2:1]([O:3][C:4](=[O:8])[CH:5]=[N+]=[N-])[CH3:2].[CH:9]1([CH2:12][OH:13])[CH2:11][CH2:10]1.CC(=O)OCC, predict the reaction product. The product is: [CH:9]1([CH2:12][O:13][CH2:5][C:4]([O:3][CH2:1][CH3:2])=[O:8])[CH2:11][CH2:10]1. (2) Given the reactants [F:1][C:2]1[C:3]([NH2:10])=[N:4][CH:5]=[C:6]([F:9])[C:7]=1I.[CH3:11][O:12][C:13]1[CH:20]=[CH:19][C:16]([CH2:17][NH2:18])=[CH:15][CH:14]=1.C1C=CC(P(C2C(C3C(P(C4C=CC=CC=4)C4C=CC=CC=4)=CC=C4C=3C=CC=C4)=C3C(C=CC=C3)=CC=2)C2C=CC=CC=2)=CC=1.CC(C)([O-])C.[Na+].C(=O)(O)[O-].[Na+], predict the reaction product. The product is: [F:1][C:2]1[C:3]([NH2:10])=[N:4][CH:5]=[C:6]([F:9])[C:7]=1[NH:18][CH2:17][C:16]1[CH:19]=[CH:20][C:13]([O:12][CH3:11])=[CH:14][CH:15]=1. (3) Given the reactants [Cl:1][C:2]1[CH:3]=[CH:4][C:5]([CH3:11])=[C:6](B(O)O)[CH:7]=1.Cl[C:13]1[N:18]=[C:17]([NH2:19])[N:16]=[C:15]([NH:20][CH3:21])[CH:14]=1, predict the reaction product. The product is: [Cl:1][C:2]1[CH:3]=[CH:4][C:5]([CH3:11])=[C:6]([C:13]2[N:18]=[C:17]([NH2:19])[N:16]=[C:15]([NH:20][CH3:21])[CH:14]=2)[CH:7]=1. (4) Given the reactants [CH2:1]([O:8][C:9]1[C:14]([C:15]2[CH:20]=[CH:19][C:18]([CH3:21])=[CH:17][CH:16]=2)=[CH:13][C:12]([C:22]([O:24]C)=O)=[CH:11][C:10]=1[C:26]([CH3:29])([CH3:28])[CH3:27])[C:2]1[CH:7]=[CH:6][CH:5]=[CH:4][CH:3]=1.O.[OH-].[Li+].Cl.C[Li].[CH3:36][Si](Cl)(C)C.[Cl-].[NH4+], predict the reaction product. The product is: [CH2:1]([O:8][C:9]1[C:14]([C:15]2[CH:20]=[CH:19][C:18]([CH3:21])=[CH:17][CH:16]=2)=[CH:13][C:12]([C:22](=[O:24])[CH3:36])=[CH:11][C:10]=1[C:26]([CH3:28])([CH3:27])[CH3:29])[C:2]1[CH:7]=[CH:6][CH:5]=[CH:4][CH:3]=1. (5) Given the reactants C(OC(=O)[NH:7][C:8]1[CH:13]=[CH:12][C:11]([O:14][C:15]([F:18])([F:17])[F:16])=[CH:10][C:9]=1[NH:19][C:20](=[O:38])[CH2:21][C:22]([C:24]1[CH:29]=[CH:28][CH:27]=[C:26]([C:30]2[CH:31]=[N:32][C:33]([O:36][CH3:37])=[CH:34][CH:35]=2)[CH:25]=1)=O)(C)(C)C.C(O)(C(F)(F)F)=O, predict the reaction product. The product is: [CH3:37][O:36][C:33]1[N:32]=[CH:31][C:30]([C:26]2[CH:25]=[C:24]([C:22]3[CH2:21][C:20](=[O:38])[NH:19][C:9]4[CH:10]=[C:11]([O:14][C:15]([F:18])([F:17])[F:16])[CH:12]=[CH:13][C:8]=4[N:7]=3)[CH:29]=[CH:28][CH:27]=2)=[CH:35][CH:34]=1. (6) Given the reactants [C:1]([C:5]1[N:10]=[CH:9][C:8]([C:11]2[N:12]([C:32](Cl)=[O:33])[C@@:13]([C:25]3[CH:30]=[CH:29][C:28]([Cl:31])=[CH:27][CH:26]=3)([CH3:24])[C@@:14]([C:17]3[CH:22]=[CH:21][C:20]([Cl:23])=[CH:19][CH:18]=3)([CH3:16])[N:15]=2)=[C:7]([O:35][CH2:36][CH3:37])[CH:6]=1)([CH3:4])([CH3:3])[CH3:2].[CH3:38][C@@H:39]1[CH2:44][NH:43][CH2:42][CH2:41][NH:40]1, predict the reaction product. The product is: [C:1]([C:5]1[N:10]=[CH:9][C:8]([C:11]2[N:12]([C:32]([N:43]3[CH2:42][CH2:41][NH:40][C@H:39]([CH3:38])[CH2:44]3)=[O:33])[C@@:13]([C:25]3[CH:26]=[CH:27][C:28]([Cl:31])=[CH:29][CH:30]=3)([CH3:24])[C@@:14]([C:17]3[CH:18]=[CH:19][C:20]([Cl:23])=[CH:21][CH:22]=3)([CH3:16])[N:15]=2)=[C:7]([O:35][CH2:36][CH3:37])[CH:6]=1)([CH3:4])([CH3:2])[CH3:3].